From a dataset of Full USPTO retrosynthesis dataset with 1.9M reactions from patents (1976-2016). Predict the reactants needed to synthesize the given product. Given the product [F:19][C:16]1[CH:17]=[CH:18][C:13]([O:12][CH2:11][C:9]2[N:10]=[C:5]3[S:4][C:3]([CH3:21])=[C:2]([CH:31]4[CH2:32][CH:30]4[CH2:29][OH:28])[N:6]3[C:7](=[O:20])[CH:8]=2)=[CH:14][CH:15]=1, predict the reactants needed to synthesize it. The reactants are: Br[C:2]1[N:6]2[C:7](=[O:20])[CH:8]=[C:9]([CH2:11][O:12][C:13]3[CH:18]=[CH:17][C:16]([F:19])=[CH:15][CH:14]=3)[N:10]=[C:5]2[S:4][C:3]=1[CH3:21].C(=O)([O-])[O-].[Na+].[Na+].[OH:28][CH2:29][C@H:30]1[CH2:32][C@H:31]1[B-](F)(F)F.[K+].C(#N)C.